This data is from Full USPTO retrosynthesis dataset with 1.9M reactions from patents (1976-2016). The task is: Predict the reactants needed to synthesize the given product. (1) Given the product [NH2:56][C:52]1[CH:51]=[C:50]([N:57]2[CH2:58][CH2:59][N:60]([C:6]([NH:7][C@H:8]3[CH2:14][CH2:13][CH2:12][CH2:11][N:10]([S:15]([CH3:18])(=[O:16])=[O:17])[C:9]3=[O:19])=[O:20])[CH2:61][CH2:62]2)[C:49]2[C:54](=[CH:55][C:46]([Cl:45])=[CH:47][CH:48]=2)[N:53]=1, predict the reactants needed to synthesize it. The reactants are: CC(O[C:6](=[O:20])[NH:7][C@@H:8]1[CH2:14][CH2:13][CH2:12][CH2:11][N:10]([S:15]([CH3:18])(=[O:17])=[O:16])[C:9]1=[O:19])(C)C.C(O)(C(F)(F)F)=O.ClC(Cl)(OC(=O)OC(Cl)(Cl)Cl)Cl.C([O-])(O)=O.[Na+].[Cl:45][C:46]1[CH:55]=[C:54]2[C:49]([C:50]([N:57]3[CH2:62][CH2:61][NH:60][CH2:59][CH2:58]3)=[CH:51][C:52]([NH2:56])=[N:53]2)=[CH:48][CH:47]=1. (2) Given the product [CH3:28][S:29]([O:12][C@H:10]1[CH2:11][N:8]([CH:7]([C:1]2[CH:2]=[CH:3][CH:4]=[CH:5][CH:6]=2)[C:15]2[CH:16]=[CH:17][CH:18]=[CH:19][CH:20]=2)[C@H:9]1[CH2:13][CH3:14])(=[O:31])=[O:30], predict the reactants needed to synthesize it. The reactants are: [C:1]1([CH:7]([C:15]2[CH:20]=[CH:19][CH:18]=[CH:17][CH:16]=2)[N:8]2[CH2:11][C@H:10]([OH:12])[C@@H:9]2[CH2:13][CH3:14])[CH:6]=[CH:5][CH:4]=[CH:3][CH:2]=1.C(N(CC)CC)C.[CH3:28][S:29](Cl)(=[O:31])=[O:30]. (3) Given the product [ClH:47].[F:8][C:4]1[CH:5]=[CH:6][CH:7]=[C:2]([F:1])[C:3]=1[C:9]1[C:10]([O:21][C:22]2[CH:36]=[CH:35][C:25]([O:26][CH2:27][CH2:28][N:29]3[CH2:30][CH2:31][CH2:32][CH2:33][CH2:34]3)=[CH:24][CH:23]=2)=[C:11]2[C:16](=[CH:17][CH:18]=1)[CH:15]=[C:14]([OH:19])[CH:13]=[CH:12]2, predict the reactants needed to synthesize it. The reactants are: [F:1][C:2]1[CH:7]=[CH:6][CH:5]=[C:4]([F:8])[C:3]=1[C:9]1[CH:18]=[CH:17][C:16]2[C:11](=[CH:12][CH:13]=[C:14]([O:19]C)[CH:15]=2)[C:10]=1[O:21][C:22]1[CH:36]=[CH:35][C:25]([O:26][CH2:27][CH2:28][N:29]2[CH2:34][CH2:33][CH2:32][CH2:31][CH2:30]2)=[CH:24][CH:23]=1.B(Br)(Br)Br.C(=O)(O)[O-].[Na+].C(Cl)(Cl)[Cl:47].C(O)(C)C. (4) Given the product [F:52][C:53]1[CH:54]=[C:55]([S:60]([C:63]2[CH:64]=[C:65]3[C:69](=[CH:70][CH:71]=2)[N:68]([C:72]([C:79]2[CH:80]=[CH:81][CH:82]=[CH:83][CH:84]=2)([C:73]2[CH:78]=[CH:77][CH:76]=[CH:75][CH:74]=2)[C:85]2[CH:86]=[CH:87][CH:88]=[CH:89][CH:90]=2)[N:67]=[C:66]3[NH:91][C:19](=[O:21])[C:18]2[CH:22]=[CH:23][C:15]([N:12]3[CH2:13][CH2:14][N:9]([CH3:8])[CH2:10][CH2:11]3)=[CH:16][C:17]=2[N:24]([CH:31]2[CH2:36][CH2:35][O:34][CH2:33][CH2:32]2)[C:25](=[O:30])[C:26]([F:28])([F:27])[F:29])(=[O:62])=[O:61])[CH:56]=[C:57]([F:59])[CH:58]=1, predict the reactants needed to synthesize it. The reactants are: FC(F)(F)C(O)=O.[CH3:8][N:9]1[CH2:14][CH2:13][N:12]([C:15]2[CH:23]=[CH:22][C:18]([C:19]([OH:21])=O)=[C:17]([N:24]([CH:31]3[CH2:36][CH2:35][O:34][CH2:33][CH2:32]3)[C:25](=[O:30])[C:26]([F:29])([F:28])[F:27])[CH:16]=2)[CH2:11][CH2:10]1.C(Cl)(=O)C(Cl)=O.C(N(CC)C(C)C)(C)C.[F:52][C:53]1[CH:54]=[C:55]([S:60]([C:63]2[CH:64]=[C:65]3[C:69](=[CH:70][CH:71]=2)[N:68]([C:72]([C:85]2[CH:90]=[CH:89][CH:88]=[CH:87][CH:86]=2)([C:79]2[CH:84]=[CH:83][CH:82]=[CH:81][CH:80]=2)[C:73]2[CH:78]=[CH:77][CH:76]=[CH:75][CH:74]=2)[N:67]=[C:66]3[NH2:91])(=[O:62])=[O:61])[CH:56]=[C:57]([F:59])[CH:58]=1. (5) Given the product [F:1][C:2]1[CH:3]=[CH:4][C:5]([C:8]2[O:12][C:11]([C:23]3[C:32]([N:33]([CH3:37])[CH:34]([CH3:35])[CH3:36])=[N:31][C:30]4[C:25](=[CH:26][CH:27]=[C:28]([C:38]([O:40][CH3:41])=[O:39])[CH:29]=4)[N:24]=3)=[CH:10][CH:9]=2)=[CH:6][CH:7]=1, predict the reactants needed to synthesize it. The reactants are: [F:1][C:2]1[CH:7]=[CH:6][C:5]([C:8]2[O:12][C:11](B3OC(C)(C)C(C)(C)O3)=[CH:10][CH:9]=2)=[CH:4][CH:3]=1.Cl[C:23]1[C:32]([N:33]([CH3:37])[CH:34]([CH3:36])[CH3:35])=[N:31][C:30]2[C:25](=[CH:26][CH:27]=[C:28]([C:38]([O:40][CH3:41])=[O:39])[CH:29]=2)[N:24]=1.[O-]P([O-])([O-])=O.[K+].[K+].[K+]. (6) The reactants are: [C:1]([NH:4][CH2:5][CH2:6][C:7]1[C:11]2[CH:12]=[C:13]([C:16]([OH:18])=O)[CH:14]=[CH:15][C:10]=2[O:9][CH:8]=1)(=[O:3])[CH3:2].S(Cl)([Cl:21])=O. Given the product [C:1]([NH:4][CH2:5][CH2:6][C:7]1[C:11]2[CH:12]=[C:13]([C:16]([Cl:21])=[O:18])[CH:14]=[CH:15][C:10]=2[O:9][CH:8]=1)(=[O:3])[CH3:2], predict the reactants needed to synthesize it. (7) Given the product [C:1]1([CH2:7][CH2:8][CH2:9][CH2:10][CH2:11][O:21][C:20]2[C:15]([CH2:14][OH:13])=[N:16][CH:17]=[CH:18][CH:19]=2)[CH:6]=[CH:5][CH:4]=[CH:3][CH:2]=1, predict the reactants needed to synthesize it. The reactants are: [C:1]1([CH2:7][CH2:8][CH2:9][CH2:10][CH2:11]Br)[CH:6]=[CH:5][CH:4]=[CH:3][CH:2]=1.[OH:13][CH2:14][C:15]1[C:20]([OH:21])=[CH:19][CH:18]=[CH:17][N:16]=1.C(=O)([O-])[O-].[K+].[K+].